This data is from NCI-60 drug combinations with 297,098 pairs across 59 cell lines. The task is: Regression. Given two drug SMILES strings and cell line genomic features, predict the synergy score measuring deviation from expected non-interaction effect. Drug 1: CC(CN1CC(=O)NC(=O)C1)N2CC(=O)NC(=O)C2. Drug 2: CC1C(C(CC(O1)OC2CC(CC3=C2C(=C4C(=C3O)C(=O)C5=C(C4=O)C(=CC=C5)OC)O)(C(=O)CO)O)N)O.Cl. Cell line: OVCAR-4. Synergy scores: CSS=31.7, Synergy_ZIP=-3.22, Synergy_Bliss=-4.67, Synergy_Loewe=-3.05, Synergy_HSA=-1.96.